From a dataset of Forward reaction prediction with 1.9M reactions from USPTO patents (1976-2016). Predict the product of the given reaction. (1) Given the reactants Cl.[NH2:2][C@H:3]1[CH2:12][C:11]2[C:6](=[CH:7][CH:8]=[CH:9][CH:10]=2)[NH:5][C:4]1=[O:13].C(N(CC)CC)C.[C:21](O[C:21]([O:23][C:24]([CH3:27])([CH3:26])[CH3:25])=[O:22])([O:23][C:24]([CH3:27])([CH3:26])[CH3:25])=[O:22], predict the reaction product. The product is: [O:13]=[C:4]1[C@@H:3]([NH:2][C:21](=[O:22])[O:23][C:24]([CH3:27])([CH3:26])[CH3:25])[CH2:12][C:11]2[C:6](=[CH:7][CH:8]=[CH:9][CH:10]=2)[NH:5]1. (2) Given the reactants Br[C:2]1[C:11]2[C:6](=[CH:7][CH:8]=[CH:9][CH:10]=2)[N:5]=[C:4]([NH:12][CH2:13][CH2:14][C:15]([O:17][CH3:18])=[O:16])[CH:3]=1.[B:19]1([B:19]2[O:23][C:22]([CH3:25])([CH3:24])[C:21]([CH3:27])([CH3:26])[O:20]2)[O:23][C:22]([CH3:25])([CH3:24])[C:21]([CH3:27])([CH3:26])[O:20]1.C([O-])(=O)C.[K+], predict the reaction product. The product is: [CH3:26][C:21]1([CH3:27])[C:22]([CH3:25])([CH3:24])[O:23][B:19]([C:2]2[C:11]3[C:6](=[CH:7][CH:8]=[CH:9][CH:10]=3)[N:5]=[C:4]([NH:12][CH2:13][CH2:14][C:15]([O:17][CH3:18])=[O:16])[CH:3]=2)[O:20]1. (3) Given the reactants [Br:1][C:2]1[N:7]=[C:6]([NH2:8])[CH:5]=[CH:4][CH:3]=1.C(=O)([O-])[O-].[K+].[K+].CC1C=CC(S(O[CH2:26][CH:27]2[CH2:32][CH2:31][O:30][C:29]([CH3:34])([CH3:33])[CH2:28]2)(=O)=O)=CC=1.[H-].[Na+], predict the reaction product. The product is: [Br:1][C:2]1[N:7]=[C:6]([NH:8][CH2:26][CH:27]2[CH2:32][CH2:31][O:30][C:29]([CH3:34])([CH3:33])[CH2:28]2)[CH:5]=[CH:4][CH:3]=1.